Dataset: Forward reaction prediction with 1.9M reactions from USPTO patents (1976-2016). Task: Predict the product of the given reaction. (1) Given the reactants I[CH2:2][CH3:3].[Cl:4][C:5]1[C:14]2[C:13](=[O:15])[NH:12][C@H:11]3[CH2:16][N:17](C(OC(C)(C)C)=O)[CH2:18][C@@H:10]3[C:9]=2[CH:8]=[C:7]([CH2:26][CH3:27])[CH:6]=1, predict the reaction product. The product is: [ClH:4].[Cl:4][C:5]1[C:14]2[C:13](=[O:15])[N:12]([CH2:2][CH3:3])[C@H:11]3[CH2:16][NH:17][CH2:18][C@@H:10]3[C:9]=2[CH:8]=[C:7]([CH2:26][CH3:27])[CH:6]=1. (2) Given the reactants C[C:2]1[CH:3]=[CH:4]C2C=CC3[CH:4]=[CH:3][C:2](C)=[N:15]C=3C=2[N:15]=1.[CH3:17][O:18][C:19]1[C:32]2[C:23](=[N:24][C:25]3[C:30]([N:31]=2)=[CH:29][CH:28]=[CH:27][CH:26]=3)[CH:22]=[CH:21][CH:20]=1.[CH3:33][C:34]1[CH:35]=[C:36]([OH:41])[C:37](=[CH:39][CH:40]=1)[OH:38].C1(Cl)C(Cl)=C(Cl)C(=O)C(=[O:45])C=1Cl, predict the reaction product. The product is: [N:31]1[C:32](=[O:38])[C:19](=[O:18])[CH:20]=[C:29]2[C:30]=1[C:25]1[C:26](=[N:15][CH:2]=[CH:3][CH:4]=1)[CH:27]=[CH:28]2.[CH3:17][O:18][C:19]1[C:32]2[C:23](=[N:24][C:25]3[C:30]([N:31]=2)=[CH:29][CH:28]=[CH:27][CH:26]=3)[CH:22]=[CH:21][CH:20]=1.[CH3:33][C:34]1[CH:40]=[CH:39][C:37](=[O:38])[C:36](=[O:41])[CH:35]=1.[N:31]1[C:32](=[O:45])[C:19](=[O:18])[CH:20]=[C:29]2[C:30]=1[C:25]1[C:26](=[CH:21][CH:22]=[CH:23][N:24]=1)[CH:27]=[CH:28]2. (3) The product is: [Cl:33][C:30]1[CH:31]=[CH:32][C:27]([C:25]2[N:12]=[C:11]([C:9]3[CH:10]=[C:5]([C:3]([OH:2])=[O:4])[C:6]([C:14]4[CH:19]=[CH:18][CH:17]=[CH:16][C:15]=4[N+:20]([O-:22])=[O:21])=[CH:7][CH:8]=3)[S:13][CH:24]=2)=[CH:28][CH:29]=1. Given the reactants C[O:2][C:3]([C:5]1[C:6]([C:14]2[CH:19]=[CH:18][CH:17]=[CH:16][C:15]=2[N+:20]([O-:22])=[O:21])=[CH:7][CH:8]=[C:9]([C:11](=[S:13])[NH2:12])[CH:10]=1)=[O:4].Br[CH2:24][C:25]([C:27]1[CH:32]=[CH:31][C:30]([Cl:33])=[CH:29][CH:28]=1)=O, predict the reaction product. (4) Given the reactants F[C:2](F)(F)[C:3]([O-:5])=[O:4].[CH3:8][C:9]1[N:10]=[C:11]([NH2:27])[S:12][C:13]=1[C:14]1[N:15]=[C:16]([C:19]([N:21]2[CH2:26][CH2:25][O:24][CH2:23][CH2:22]2)=[O:20])[S:17][CH:18]=1.[CH:28](N(CC)C(C)C)(C)[CH3:29].[N:37]([CH:40](C)C(OCC)=O)=[C:38]=[O:39], predict the reaction product. The product is: [CH3:8][C:9]1[N:10]=[C:11]([NH:27][C:38]([NH:37][CH2:40][CH2:2][C:3]([O:5][CH2:28][CH3:29])=[O:4])=[O:39])[S:12][C:13]=1[C:14]1[N:15]=[C:16]([C:19]([N:21]2[CH2:26][CH2:25][O:24][CH2:23][CH2:22]2)=[O:20])[S:17][CH:18]=1. (5) Given the reactants [CH3:1][C:2]1[C:3]([C:14]([OH:16])=O)=[N:4][C:5]([C:8]2[CH:13]=[CH:12][CH:11]=[CH:10][CH:9]=2)=[CH:6][CH:7]=1.S(Cl)([Cl:19])=O, predict the reaction product. The product is: [CH3:1][C:2]1[C:3]([C:14]([Cl:19])=[O:16])=[N:4][C:5]([C:8]2[CH:13]=[CH:12][CH:11]=[CH:10][CH:9]=2)=[CH:6][CH:7]=1.